From a dataset of Reaction yield outcomes from USPTO patents with 853,638 reactions. Predict the reaction yield, written as a fraction of the theoretical maximum amount of product (1.0 means a 100% yield; for example, 0.34 means a 34% yield). (1) The reactants are [NH:1]1[CH2:4][CH:3]([C:5]2[N:9]([CH:10]3[CH2:14][CH2:13][O:12][CH2:11]3)[N:8]=[C:7]([I:15])[CH:6]=2)[CH2:2]1.[O:16]1[CH2:19][C:18](=O)[CH2:17]1.C([BH3-])#N.[Na+]. The catalyst is CO.O. The product is [I:15][C:7]1[CH:6]=[C:5]([CH:3]2[CH2:2][N:1]([CH:18]3[CH2:19][O:16][CH2:17]3)[CH2:4]2)[N:9]([CH:10]2[CH2:14][CH2:13][O:12][CH2:11]2)[N:8]=1. The yield is 0.500. (2) The reactants are [Br:1][C:2]1[S:3][C:4]([C:7]([OH:9])=O)=[CH:5][N:6]=1.[NH:10]1[C:18]2[C:13](=[CH:14][CH:15]=[CH:16][N:17]=2)[CH:12]=[CH:11]1.[Cl-].[Cl-].[Cl-].[Al+3]. The catalyst is C(Cl)(=O)C(Cl)=O.ClCCl. The product is [Br:1][C:2]1[S:3][C:4]([C:7]([C:12]2[C:13]3[C:18](=[N:17][CH:16]=[CH:15][CH:14]=3)[NH:10][CH:11]=2)=[O:9])=[CH:5][N:6]=1. The yield is 0.0200. (3) The reactants are Br[C:2]1[CH:3]=[N:4][CH:5]=[C:6](Br)[C:7]=1[C:8]([O:10][CH2:11][CH3:12])=[O:9].[CH2:14]([Zn]CC)[CH3:15].O1CCO[CH2:21][CH2:20]1. The catalyst is Cl[Pd]Cl. The product is [CH2:14]([C:2]1[CH:3]=[N:4][CH:5]=[C:6]([CH2:20][CH3:21])[C:7]=1[C:8]([O:10][CH2:11][CH3:12])=[O:9])[CH3:15]. The yield is 0.548.